This data is from Full USPTO retrosynthesis dataset with 1.9M reactions from patents (1976-2016). The task is: Predict the reactants needed to synthesize the given product. The reactants are: [Cl:1][C:2]1[CH:23]=[CH:22][C:5]([O:6][C:7]2[CH:12]=[CH:11][C:10]([C:13]3([CH:16]=[O:17])C[CH2:14]3)=[C:9]([C:18]([F:21])([F:20])[F:19])[CH:8]=2)=[CH:4][CH:3]=1.C[S+](C)C.COS([O-])(=O)=O.[OH-].[K+].[Na+].[Cl-]. Given the product [Cl:1][C:2]1[CH:23]=[CH:22][C:5]([O:6][C:7]2[CH:12]=[CH:11][C:10]([C:13]3([CH3:14])[CH2:16][O:17]3)=[C:9]([C:18]([F:21])([F:20])[F:19])[CH:8]=2)=[CH:4][CH:3]=1, predict the reactants needed to synthesize it.